From a dataset of Full USPTO retrosynthesis dataset with 1.9M reactions from patents (1976-2016). Predict the reactants needed to synthesize the given product. (1) Given the product [CH3:1][O:2][C:3](=[O:21])[CH2:4][CH2:5][CH2:6][N:7]([CH2:9][CH2:10][CH2:11][CH2:12][OH:13])[CH3:8], predict the reactants needed to synthesize it. The reactants are: [CH3:1][O:2][C:3](=[O:21])[CH2:4][CH2:5][CH2:6][N:7]([CH2:9][CH2:10][CH2:11][CH2:12][O:13][Si](C(C)(C)C)(C)C)[CH3:8].CCCC[N+](CCCC)(CCCC)CCCC.[F-]. (2) Given the product [Cl:1][C:2]1[C:3]([F:22])=[C:4]([CH:19]=[CH:20][CH:21]=1)[NH:5][C:6]1[C:15]2[C:10](=[CH:11][C:12]([O:17][CH3:18])=[C:13]([O:16][CH:26]3[CH2:27][CH2:28][N:24]([CH3:23])[CH2:25]3)[CH:14]=2)[N:9]=[CH:8][N:7]=1, predict the reactants needed to synthesize it. The reactants are: [Cl:1][C:2]1[C:3]([F:22])=[C:4]([CH:19]=[CH:20][CH:21]=1)[NH:5][C:6]1[C:15]2[C:10](=[CH:11][C:12]([O:17][CH3:18])=[C:13]([OH:16])[CH:14]=2)[N:9]=[CH:8][N:7]=1.[CH3:23][N:24]1[CH2:28][CH2:27][CH:26](O)[CH2:25]1.C1(P(C2C=CC=CC=2)C2C=CC=CC=2)C=CC=CC=1.N(C(OC(C)(C)C)=O)=NC(OC(C)(C)C)=O. (3) The reactants are: F[C:2]1[CH:9]=[CH:8][C:5]([CH:6]=O)=[C:4]([N+:10]([O-:12])=[O:11])[CH:3]=1.[CH3:13][O:14][CH2:15][CH2:16][NH:17][CH2:18][CH2:19][N:20]1[CH2:25][CH2:24][O:23][CH2:22][CH2:21]1.[Br-].[NH:27]1[C:35]2[C:30](=[CH:31][CH:32]=[CH:33][CH:34]=2)[C:29]([CH2:36][P+](C2C=CC=CC=2)(C2C=CC=CC=2)C2C=CC=CC=2)=[N:28]1.C(=O)([O-])[O-].[K+].[K+]. Given the product [NH:27]1[C:35]2[C:30](=[CH:31][CH:32]=[CH:33][CH:34]=2)[C:29](/[CH:36]=[CH:6]/[C:5]2[CH:8]=[CH:9][C:2]([N:17]([CH2:18][CH2:19][N:20]3[CH2:25][CH2:24][O:23][CH2:22][CH2:21]3)[CH2:16][CH2:15][O:14][CH3:13])=[CH:3][C:4]=2[N+:10]([O-:12])=[O:11])=[N:28]1, predict the reactants needed to synthesize it. (4) Given the product [Br:1][C:2]1[C:7]2[S:8][C:9]([NH:11][C:16]([NH:15][CH2:13][CH3:14])=[O:17])=[N:10][C:6]=2[CH:5]=[C:4]([Br:12])[N:3]=1, predict the reactants needed to synthesize it. The reactants are: [Br:1][C:2]1[C:7]2[S:8][C:9]([NH2:11])=[N:10][C:6]=2[CH:5]=[C:4]([Br:12])[N:3]=1.[CH2:13]([N:15]=[C:16]=[O:17])[CH3:14]. (5) Given the product [NH2:9][C:10]1[C:15]([C:16]2[O:17][C:18]3[C:24]([C:25]#[N:26])=[CH:23][CH:22]=[CH:21][C:19]=3[N:20]=2)=[CH:14][C:13]([Br:1])=[CH:12][N:11]=1, predict the reactants needed to synthesize it. The reactants are: [Br:1]N1C(=O)CCC1=O.[NH2:9][C:10]1[C:15]([C:16]2[O:17][C:18]3[C:24]([C:25]#[N:26])=[CH:23][CH:22]=[CH:21][C:19]=3[N:20]=2)=[CH:14][CH:13]=[CH:12][N:11]=1. (6) Given the product [Br:1][C:2]1[CH:7]=[C:6]([N+:15]([O-:17])=[O:16])[C:5]([CH3:8])=[CH:4][C:3]=1[Cl:9], predict the reactants needed to synthesize it. The reactants are: [Br:1][C:2]1[CH:7]=[CH:6][C:5]([CH3:8])=[CH:4][C:3]=1[Cl:9].OS(O)(=O)=O.[N+:15]([O-])([OH:17])=[O:16]. (7) Given the product [CH3:18][O:17][C:6]1[C:7]([O:8][CH2:9][C:10]2([CH2:14][O:15][CH3:16])[CH2:13][O:12][CH2:11]2)=[C:2]([C:29]2[CH:30]=[C:31]3[C:35](=[CH:36][CH:37]=2)[C:34](=[O:38])[O:33][CH2:32]3)[CH:3]=[CH:4][C:5]=1[O:19][CH3:20], predict the reactants needed to synthesize it. The reactants are: Br[C:2]1[C:7]([O:8][CH2:9][C:10]2([CH2:14][O:15][CH3:16])[CH2:13][O:12][CH2:11]2)=[C:6]([O:17][CH3:18])[C:5]([O:19][CH3:20])=[CH:4][CH:3]=1.CC1(C)C(C)(C)OB([C:29]2[CH:30]=[C:31]3[C:35](=[CH:36][CH:37]=2)[C:34](=[O:38])[O:33][CH2:32]3)O1.C1(P(C2CCCCC2)C2CCCCC2)CCCCC1.[O-]P([O-])([O-])=O.[K+].[K+].[K+].